Dataset: Reaction yield outcomes from USPTO patents with 853,638 reactions. Task: Predict the reaction yield, written as a fraction of the theoretical maximum amount of product (1.0 means a 100% yield; for example, 0.34 means a 34% yield). The reactants are [OH:1][C:2]1[C:3]([C:8]([OH:10])=[O:9])=[N:4][CH:5]=[CH:6][CH:7]=1.OS(O)(=O)=O.[CH3:16]O. No catalyst specified. The product is [OH:1][C:2]1[C:3]([C:8]([O:10][CH3:16])=[O:9])=[N:4][CH:5]=[CH:6][CH:7]=1. The yield is 0.790.